This data is from Full USPTO retrosynthesis dataset with 1.9M reactions from patents (1976-2016). The task is: Predict the reactants needed to synthesize the given product. (1) Given the product [Br:24][C:18]([C:13]1[CH:14]=[CH:15][CH:16]=[CH:17][N:12]=1)([CH3:23])[C:19]([O:21][CH3:22])=[O:20], predict the reactants needed to synthesize it. The reactants are: Cl([O-])(=O)(=O)=O.[Mg+2].Cl([O-])(=O)(=O)=O.[N:12]1[CH:17]=[CH:16][CH:15]=[CH:14][C:13]=1[CH:18]([CH3:23])[C:19]([O:21][CH3:22])=[O:20].[Br:24]N1C(=O)CCC1=O. (2) Given the product [CH2:19]1[CH:14]2[CH2:15][CH2:16][CH2:17][CH2:18][N:13]2[C:6](=[O:7])[NH:20]1, predict the reactants needed to synthesize it. The reactants are: C1N=CN([C:6](N2C=NC=C2)=[O:7])C=1.[NH:13]1[CH2:18][CH2:17][CH2:16][CH2:15][CH:14]1[CH2:19][NH2:20]. (3) Given the product [N+:33]([C:30]1[CH:31]=[CH:32][C:27]([S:24]([N:16]2[CH2:15][C:13](=[O:12])[N:9]([CH2:1][CH2:2][CH2:3][CH2:4][CH2:5][CH2:6][CH2:7][CH3:8])[CH2:22][CH:17]2[C:18]([O:20][CH3:21])=[O:19])(=[O:26])=[O:25])=[CH:28][CH:29]=1)([O-:35])=[O:34], predict the reactants needed to synthesize it. The reactants are: [CH2:1]([NH2:9])[CH2:2][CH2:3][CH2:4][CH2:5][CH2:6][CH2:7][CH3:8].C([O:12][C:13]([CH2:15][N:16]([S:24]([C:27]1[CH:32]=[CH:31][C:30]([N+:33]([O-:35])=[O:34])=[CH:29][CH:28]=1)(=[O:26])=[O:25])[CH:17]([CH2:22]O)[C:18]([O:20][CH3:21])=[O:19])=O)C. (4) Given the product [Cl:31][C:18]1[C:19]([C:20]([O:22][CH3:23])=[O:21])=[CH:24][C:25]([CH2:26][CH2:27][CH2:28][O:29][CH3:30])=[C:16]2[C:17]=1[CH:32]=[CH:33][NH:15]2, predict the reactants needed to synthesize it. The reactants are: ClC1C(C(OC)=O)=CC=C2C=1C=CN2.[NH2:15][C:16]1[C:25]([CH2:26][CH2:27][CH2:28][O:29][CH3:30])=[CH:24][C:19]([C:20]([O:22][CH3:23])=[O:21])=[C:18]([Cl:31])[C:17]=1[C:32]#[CH:33]. (5) Given the product [CH3:1][NH:2][C:3]([C:5]1[S:6][C:7]([CH3:34])=[C:8]([CH3:32])[C:9]=1[NH:10][C:11]1[C:16]([Cl:17])=[CH:15][N:14]=[C:13]([NH:18][C:19]2[CH:20]=[CH:21][C:22]3[N:28]([CH3:29])[C:27](=[O:30])[O:26][CH2:25][CH2:24][C:23]=3[CH:31]=2)[N:12]=1)=[O:4], predict the reactants needed to synthesize it. The reactants are: [CH3:1][NH:2][C:3]([C:5]1[S:6][C:7](Br)=[C:8]([CH3:32])[C:9]=1[NH:10][C:11]1[C:16]([Cl:17])=[CH:15][N:14]=[C:13]([NH:18][C:19]2[CH:20]=[CH:21][C:22]3[N:28]([CH3:29])[C:27](=[O:30])[O:26][CH2:25][CH2:24][C:23]=3[CH:31]=2)[N:12]=1)=[O:4].[CH3:34]B(O)O.P([O-])([O-])([O-])=O.[K+].[K+].[K+]. (6) Given the product [CH2:1]([O:3][C:4]([C:6]1[N:7]=[CH:8][S:9][C:10]=1[CH2:11][Br:12])=[O:5])[CH3:2], predict the reactants needed to synthesize it. The reactants are: [CH2:1]([O:3][C:4]([C:6]1[N:7]=[CH:8][S:9][C:10]=1[CH3:11])=[O:5])[CH3:2].[Br:12]N1C(=O)CCC1=O.